Dataset: Forward reaction prediction with 1.9M reactions from USPTO patents (1976-2016). Task: Predict the product of the given reaction. Given the reactants C1N(P(Cl)(N2C(=O)OCC2)=O)C(=O)OC1.[F:16]/[C:17](=[CH:21]\[C:22]1[CH:27]=[CH:26][C:25]([N:28]2[CH:32]=[C:31]([CH3:33])[N:30]=[CH:29]2)=[C:24]([O:34][CH3:35])[CH:23]=1)/[C:18]([OH:20])=O.[NH2:36][N:37]1[CH2:42][CH2:41][CH2:40][CH:39]([C:43]2[C:48]([F:49])=[CH:47][C:46]([F:50])=[CH:45][C:44]=2[F:51])[C:38]1=[O:52].C(N(C(C)C)CC)(C)C.O.C(=O)(O)[O-].[Na+], predict the reaction product. The product is: [F:16]/[C:17](=[CH:21]\[C:22]1[CH:27]=[CH:26][C:25]([N:28]2[CH:32]=[C:31]([CH3:33])[N:30]=[CH:29]2)=[C:24]([O:34][CH3:35])[CH:23]=1)/[C:18]([NH:36][N:37]1[CH2:42][CH2:41][CH2:40][CH:39]([C:43]2[C:44]([F:51])=[CH:45][C:46]([F:50])=[CH:47][C:48]=2[F:49])[C:38]1=[O:52])=[O:20].